Dataset: Forward reaction prediction with 1.9M reactions from USPTO patents (1976-2016). Task: Predict the product of the given reaction. (1) Given the reactants [C:1]1([CH2:7][CH2:8]/[CH:9]=[CH:10]/[C:11](OCC)=[O:12])[CH:6]=[CH:5][CH:4]=[CH:3][CH:2]=1.CC(C[AlH]CC(C)C)C.Cl, predict the reaction product. The product is: [C:1]1([CH2:7][CH2:8]/[CH:9]=[CH:10]/[CH:11]=[O:12])[CH:6]=[CH:5][CH:4]=[CH:3][CH:2]=1. (2) Given the reactants Br[C:2]1[C:3]([CH3:23])=[C:4]([C:7]([NH:9][C:10]2[CH:15]=[C:14]([C:16](=[O:21])[NH:17][CH:18]3[CH2:20][CH2:19]3)[CH:13]=[CH:12][C:11]=2[CH3:22])=[O:8])[S:5][CH:6]=1.[N:24]1[CH:29]=[CH:28][CH:27]=[C:26](B(O)O)[CH:25]=1, predict the reaction product. The product is: [CH:18]1([NH:17][C:16]([C:14]2[CH:13]=[CH:12][C:11]([CH3:22])=[C:10]([NH:9][C:7]([C:4]3[S:5][CH:6]=[C:2]([C:26]4[CH:25]=[N:24][CH:29]=[CH:28][CH:27]=4)[C:3]=3[CH3:23])=[O:8])[CH:15]=2)=[O:21])[CH2:20][CH2:19]1. (3) The product is: [C:1]1([C@H:7]2[CH2:12][CH2:11][C@H:10]([O:13][C:14]3[C:15]([I:31])=[C:16]4[C:21](=[CH:22][CH:23]=3)[CH:20]=[C:19]([C@:24]3([CH3:30])[CH2:28][O:27][C:26](=[O:29])[NH:25]3)[CH:18]=[CH:17]4)[CH2:9][CH2:8]2)[CH:2]=[CH:3][CH:4]=[CH:5][CH:6]=1. Given the reactants [C:1]1([C@@H:7]2[CH2:12][CH2:11][C@H:10]([O:13][C:14]3[CH:15]=[C:16]4[C:21](=[CH:22][CH:23]=3)[CH:20]=[C:19]([C@:24]3([CH3:30])[CH2:28][O:27][C:26](=[O:29])[NH:25]3)[CH:18]=[CH:17]4)[CH2:9][CH2:8]2)[CH:6]=[CH:5][CH:4]=[CH:3][CH:2]=1.[I:31]N1C(=O)CCC1=O.C(Cl)Cl, predict the reaction product. (4) The product is: [O:42]=[C:17]1[C:16]([CH2:15][C:12]2[CH:11]=[CH:10][C:9]([C:4]3[C:3]([C:1]#[N:2])=[CH:8][CH:7]=[CH:6][CH:5]=3)=[CH:14][CH:13]=2)=[C:21]([CH2:22][CH2:23][CH3:24])[N:20]2[N:25]=[CH:26][N:27]=[C:19]2[N:18]1[C@H:28]1[CH2:33][CH2:32][C@H:31]([O:34][CH2:35][C:36](=[O:37])[CH3:43])[CH2:30][CH2:29]1. Given the reactants [C:1]([C:3]1[CH:8]=[CH:7][CH:6]=[CH:5][C:4]=1[C:9]1[CH:14]=[CH:13][C:12]([CH2:15][C:16]2[C:17](=[O:42])[N:18]([C@H:28]3[CH2:33][CH2:32][C@H:31]([O:34][CH2:35][C:36](N(OC)C)=[O:37])[CH2:30][CH2:29]3)[C:19]3[N:20]([N:25]=[CH:26][N:27]=3)[C:21]=2[CH2:22][CH2:23][CH3:24])=[CH:11][CH:10]=1)#[N:2].[CH3:43][Mg]Br.Cl, predict the reaction product. (5) The product is: [Cl:1][C:2]1[CH:29]=[CH:28][CH:27]=[C:26]([Cl:30])[C:3]=1[C:4]([NH:6][C:7]1[CH:8]=[CH:9][C:10]([CH2:13][C@H:14]([NH:19][S:20]([N:23]2[CH2:25][CH2:34][CH2:33][CH2:32][CH2:24]2)(=[O:21])=[O:22])[C:15]([O:17][CH3:18])=[O:16])=[CH:11][CH:12]=1)=[O:5]. Given the reactants [Cl:1][C:2]1[CH:29]=[CH:28][CH:27]=[C:26]([Cl:30])[C:3]=1[C:4]([NH:6][C:7]1[CH:12]=[CH:11][C:10]([CH2:13][C@H:14]([NH:19][S:20]([N:23]([CH3:25])[CH3:24])(=[O:22])=[O:21])[C:15]([O:17][CH3:18])=[O:16])=[CH:9][CH:8]=1)=[O:5].N1CC[CH2:34][CH2:33][CH2:32]1, predict the reaction product. (6) Given the reactants [F:1][C:2]1[CH:24]=[CH:23][C:22]([CH2:25][N:26]2[CH2:46][CH2:45][C:29]3([O:34][CH2:33][CH2:32][N:31]([C:35]([C:37]4[N:38]=[C:39]([CH:42]([CH3:44])[CH3:43])[S:40][CH:41]=4)=[O:36])[CH2:30]3)[CH2:28][CH2:27]2)=[CH:21][C:3]=1[CH2:4][CH2:5][NH:6][CH2:7][C@@H:8]([C:10]1[C:18]2[S:17][C:16](=[O:19])[NH:15][C:14]=2[C:13]([OH:20])=[CH:12][CH:11]=1)[OH:9].[C@:47]12([CH2:57][S:58]([OH:61])(=[O:60])=[O:59])[C:54]([CH3:56])([CH3:55])[CH:51]([CH2:52][CH2:53]1)[CH2:50][C:48]2=[O:49], predict the reaction product. The product is: [C@:47]12([CH2:57][S:58]([OH:61])(=[O:59])=[O:60])[C:54]([CH3:56])([CH3:55])[CH:51]([CH2:52][CH2:53]1)[CH2:50][C:48]2=[O:49].[C@:47]12([CH2:57][S:58]([OH:61])(=[O:59])=[O:60])[C:54]([CH3:56])([CH3:55])[CH:51]([CH2:52][CH2:53]1)[CH2:50][C:48]2=[O:49].[F:1][C:2]1[CH:24]=[CH:23][C:22]([CH2:25][N:26]2[CH2:27][CH2:28][C:29]3([O:34][CH2:33][CH2:32][N:31]([C:35]([C:37]4[N:38]=[C:39]([CH:42]([CH3:44])[CH3:43])[S:40][CH:41]=4)=[O:36])[CH2:30]3)[CH2:45][CH2:46]2)=[CH:21][C:3]=1[CH2:4][CH2:5][NH:6][CH2:7][C@@H:8]([C:10]1[C:18]2[S:17][C:16](=[O:19])[NH:15][C:14]=2[C:13]([OH:20])=[CH:12][CH:11]=1)[OH:9]. (7) The product is: [CH:3]([O:7][C:9]1[N:14]=[CH:13][C:12]([C:15]2[O:19][N:18]=[C:17]([C:20]3[CH:28]=[CH:27][C:26]4[NH:25][C:24]5[CH:29]([CH2:32][C:33]([OH:35])=[O:34])[CH2:30][CH2:31][C:23]=5[C:22]=4[CH:21]=3)[N:16]=2)=[CH:11][C:10]=1[CH3:38])([CH2:5][CH3:6])[CH3:4]. Given the reactants [H-].[Na+].[C@@H:3]([OH:7])([CH2:5][CH3:6])[CH3:4].F[C:9]1[N:14]=[CH:13][C:12]([C:15]2[O:19][N:18]=[C:17]([C:20]3[CH:28]=[CH:27][C:26]4[NH:25][C:24]5[CH:29]([CH2:32][C:33]([O:35]CC)=[O:34])[CH2:30][CH2:31][C:23]=5[C:22]=4[CH:21]=3)[N:16]=2)=[CH:11][C:10]=1[CH3:38], predict the reaction product. (8) Given the reactants Br[C:2]1[C:10]2[C:5](=[CH:6][CH:7]=[C:8]([C:11]([F:14])([F:13])[F:12])[CH:9]=2)[NH:4][C:3]=1[C:15]([O:17][CH2:18][CH3:19])=[O:16].[CH3:20][O:21][C:22]1[N:27]=[CH:26][C:25](B(O)O)=[CH:24][CH:23]=1.CN(C=O)C, predict the reaction product. The product is: [CH3:20][O:21][C:22]1[N:27]=[CH:26][C:25]([C:2]2[C:10]3[C:5](=[CH:6][CH:7]=[C:8]([C:11]([F:14])([F:13])[F:12])[CH:9]=3)[NH:4][C:3]=2[C:15]([O:17][CH2:18][CH3:19])=[O:16])=[CH:24][CH:23]=1. (9) Given the reactants C([CH:18]1[CH:21]([NH:22][C@H:23]([CH2:44][C:45]2[CH:50]=[CH:49][C:48]([Cl:51])=[CH:47][CH:46]=2)[C:24]([NH:26][N:27]2[CH2:31][CH2:30][C@H:29]([N:32]([CH:38]3[CH2:43][CH2:42][CH2:41][CH2:40][CH2:39]3)[C:33](=[O:37])[CH:34]([CH3:36])[CH3:35])[CH2:28]2)=[O:25])[CH2:20][N:19]1[CH3:52])(OCC1C2C(=CC=CC=2)C2C1=CC=CC=2)=O, predict the reaction product. The product is: [CH3:52][N:19]1[CH2:20][CH:21]([NH:22][C@H:23]([CH2:44][C:45]2[CH:46]=[CH:47][C:48]([Cl:51])=[CH:49][CH:50]=2)[C:24]([NH:26][N:27]2[CH2:31][CH2:30][C@H:29]([N:32]([CH:38]3[CH2:43][CH2:42][CH2:41][CH2:40][CH2:39]3)[C:33](=[O:37])[CH:34]([CH3:36])[CH3:35])[CH2:28]2)=[O:25])[CH2:18]1. (10) Given the reactants [CH3:1][O:2][C:3]1[CH:4]=[CH:5][C:6]2[N:12]3[C:13]([C:16]4[CH:21]=[CH:20][C:19]([C:22]5[CH:27]=[CH:26][CH:25]=[CH:24][C:23]=5[O:28][CH3:29])=[CH:18][CH:17]=4)=[N:14][N:15]=[C:11]3[CH2:10][NH:9][CH2:8][C:7]=2[N:30]=1.C=O.[C:33](O[BH-](OC(=O)C)OC(=O)C)(=O)C.[Na+].C(=O)([O-])O.[Na+], predict the reaction product. The product is: [CH3:1][O:2][C:3]1[CH:4]=[CH:5][C:6]2[N:12]3[C:13]([C:16]4[CH:17]=[CH:18][C:19]([C:22]5[CH:27]=[CH:26][CH:25]=[CH:24][C:23]=5[O:28][CH3:29])=[CH:20][CH:21]=4)=[N:14][N:15]=[C:11]3[CH2:10][N:9]([CH3:33])[CH2:8][C:7]=2[N:30]=1.